This data is from Forward reaction prediction with 1.9M reactions from USPTO patents (1976-2016). The task is: Predict the product of the given reaction. (1) Given the reactants [F:1][C:2]1[CH:28]=[C:27]([N+:29]([O-:31])=[O:30])[CH:26]=[CH:25][C:3]=1[O:4][C:5]1[C:14]2[C:9](=[CH:10][C:11]([O:17][CH2:18][CH:19]3[CH2:24][CH2:23][NH:22][CH2:21][CH2:20]3)=[C:12]([O:15][CH3:16])[CH:13]=2)[N:8]=[CH:7][CH:6]=1.C=O.[C:34](O[BH-](OC(=O)C)OC(=O)C)(=O)C.[Na+].[OH-].[Na+], predict the reaction product. The product is: [F:1][C:2]1[CH:28]=[C:27]([N+:29]([O-:31])=[O:30])[CH:26]=[CH:25][C:3]=1[O:4][C:5]1[C:14]2[C:9](=[CH:10][C:11]([O:17][CH2:18][CH:19]3[CH2:24][CH2:23][N:22]([CH3:34])[CH2:21][CH2:20]3)=[C:12]([O:15][CH3:16])[CH:13]=2)[N:8]=[CH:7][CH:6]=1. (2) Given the reactants [C:1]([O:5][C:6]([NH:8][CH2:9][C@H:10]1[CH2:15][CH2:14][C@H:13]([C:16]([NH:18][C@H:19]([C:37](=[O:49])[NH:38][C:39]2[CH:47]=[C:46]3[C:42]([C:43](=[O:48])[NH:44][NH:45]3)=[CH:41][CH:40]=2)[CH2:20][C:21]2[CH:26]=[CH:25][C:24]([C:27]3[CH:32]=[CH:31][C:30]([C:33](O)=[O:34])=[CH:29][C:28]=3[CH3:36])=[CH:23][CH:22]=2)=[O:17])[CH2:12][CH2:11]1)=[O:7])([CH3:4])([CH3:3])[CH3:2].[NH2:50][CH:51]1[CH2:56][CH2:55][N:54]([C:57]([O:59][C:60]([CH3:63])([CH3:62])[CH3:61])=[O:58])[CH2:53][CH2:52]1.F[P-](F)(F)(F)(F)F.CN(C(ON1C2=NC=CC=C2N=N1)=[N+](C)C)C.C(N(CC)C(C)C)(C)C, predict the reaction product. The product is: [C:1]([O:5][C:6]([NH:8][CH2:9][C@H:10]1[CH2:15][CH2:14][C@H:13]([C:16]([NH:18][C@H:19]([C:37](=[O:49])[NH:38][C:39]2[CH:47]=[C:46]3[C:42]([C:43](=[O:48])[NH:44][NH:45]3)=[CH:41][CH:40]=2)[CH2:20][C:21]2[CH:26]=[CH:25][C:24]([C:27]3[CH:32]=[CH:31][C:30]([C:33]([NH:50][CH:51]4[CH2:52][CH2:53][N:54]([C:57]([O:59][C:60]([CH3:63])([CH3:62])[CH3:61])=[O:58])[CH2:55][CH2:56]4)=[O:34])=[CH:29][C:28]=3[CH3:36])=[CH:23][CH:22]=2)=[O:17])[CH2:12][CH2:11]1)=[O:7])([CH3:4])([CH3:2])[CH3:3]. (3) Given the reactants [CH2:1]([CH:8]([N:16]1C(=O)C2C(=CC=CC=2)C1=O)[CH2:9][C:10]1([CH3:15])[O:14][CH2:13][CH2:12][O:11]1)[C:2]1[CH:7]=[CH:6][CH:5]=[CH:4][CH:3]=1.O.NN.[OH-].[K+], predict the reaction product. The product is: [CH2:1]([CH:8]([NH2:16])[CH2:9][C:10]1([CH3:15])[O:14][CH2:13][CH2:12][O:11]1)[C:2]1[CH:7]=[CH:6][CH:5]=[CH:4][CH:3]=1. (4) Given the reactants F[C:2]1[CH:3]=[C:4]([N+:8]([O-:10])=[O:9])[CH:5]=[CH:6][CH:7]=1.[CH3:11][N:12]1[CH2:17][CH2:16][NH:15][CH2:14][CH2:13]1, predict the reaction product. The product is: [N+:8]([C:4]1[CH:3]=[C:2]([N:15]2[CH2:16][CH2:17][N:12]([CH3:11])[CH2:13][CH2:14]2)[CH:7]=[CH:6][CH:5]=1)([O-:10])=[O:9]. (5) Given the reactants [Cl:1][C:2]1[CH:7]=[CH:6][C:5]([S:8]([N:11]2[C:20]3[C:15](=[CH:16][CH:17]=[CH:18][CH:19]=3)[CH2:14][CH2:13][CH2:12]2)(=[O:10])=[O:9])=[CH:4][C:3]=1[N:21]1[C:26](=[O:27])[C:25]2=[C:28]([C:31]([O:33]C)=[O:32])[S:29][CH:30]=[C:24]2[NH:23][C:22]1=[O:35].O.[OH-].[Li+], predict the reaction product. The product is: [Cl:1][C:2]1[CH:7]=[CH:6][C:5]([S:8]([N:11]2[C:20]3[C:15](=[CH:16][CH:17]=[CH:18][CH:19]=3)[CH2:14][CH2:13][CH2:12]2)(=[O:9])=[O:10])=[CH:4][C:3]=1[N:21]1[C:26](=[O:27])[C:25]2=[C:28]([C:31]([OH:33])=[O:32])[S:29][CH:30]=[C:24]2[NH:23][C:22]1=[O:35]. (6) The product is: [O:21]([C:16]1[CH:17]=[CH:18][CH:19]=[CH:20][C:15]=1[CH2:14][O:13][C:10]1[CH:11]=[CH:12][C:7]([CH2:6][C:5]2[O:28][N:2]=[C:3]([OH:29])[CH:4]=2)=[CH:8][CH:9]=1)[C:22]1[CH:27]=[CH:26][CH:25]=[CH:24][CH:23]=1. Given the reactants O[NH:2][C:3](=[O:29])[CH2:4][C:5](=[O:28])[CH2:6][C:7]1[CH:12]=[CH:11][C:10]([O:13][CH2:14][C:15]2[CH:20]=[CH:19][CH:18]=[CH:17][C:16]=2[O:21][C:22]2[CH:27]=[CH:26][CH:25]=[CH:24][CH:23]=2)=[CH:9][CH:8]=1, predict the reaction product. (7) Given the reactants [CH2:1]([O:8][C:9]([N:11]1[CH2:16][CH2:15][N:14]([C:17]([O:19][C:20]([CH3:23])([CH3:22])[CH3:21])=[O:18])[CH2:13][C@H:12]1[C:24](O)=[O:25])=[O:10])[C:2]1[CH:7]=[CH:6][CH:5]=[CH:4][CH:3]=1.B.C(O)(=O)C, predict the reaction product. The product is: [CH2:1]([O:8][C:9]([N:11]1[CH2:16][CH2:15][N:14]([C:17]([O:19][C:20]([CH3:21])([CH3:22])[CH3:23])=[O:18])[CH2:13][C@@H:12]1[CH2:24][OH:25])=[O:10])[C:2]1[CH:3]=[CH:4][CH:5]=[CH:6][CH:7]=1. (8) Given the reactants [CH3:1][S:2]([NH:5][C:6]1[CH:14]=[CH:13][C:9]([C:10]([OH:12])=[O:11])=[CH:8][CH:7]=1)(=[O:4])=[O:3].C(=O)([O-])[O-].[K+].[K+].[CH2:21](I)[CH3:22], predict the reaction product. The product is: [CH2:21]([N:5]([S:2]([CH3:1])(=[O:4])=[O:3])[C:6]1[CH:14]=[CH:13][C:9]([C:10]([OH:12])=[O:11])=[CH:8][CH:7]=1)[CH3:22]. (9) Given the reactants [Cl:1][C:2]1[N:7]=[C:6]([N:8]2[CH2:13][CH2:12][O:11][CH2:10][C@H:9]2[CH3:14])[CH:5]=[C:4]([CH2:15][S:16]([CH2:19][CH3:20])(=[O:18])=[O:17])[N:3]=1.[H-].[Na+].Cl.[CH2:24]([N:31]([CH2:35][CH2:36]Cl)[CH2:32][CH2:33]Cl)[C:25]1[CH:30]=[CH:29][CH:28]=[CH:27][CH:26]=1, predict the reaction product. The product is: [CH2:24]([N:31]1[CH2:35][CH2:36][C:15]([C:4]2[N:3]=[C:2]([Cl:1])[N:7]=[C:6]([N:8]3[CH2:13][CH2:12][O:11][CH2:10][C@H:9]3[CH3:14])[CH:5]=2)([S:16]([CH2:19][CH3:20])(=[O:18])=[O:17])[CH2:33][CH2:32]1)[C:25]1[CH:30]=[CH:29][CH:28]=[CH:27][CH:26]=1.